Dataset: Reaction yield outcomes from USPTO patents with 853,638 reactions. Task: Predict the reaction yield, written as a fraction of the theoretical maximum amount of product (1.0 means a 100% yield; for example, 0.34 means a 34% yield). The reactants are Cl[C:2]1[C:8]2[CH:9]=[CH:10][CH:11]=[CH:12][C:7]=2[O:6][C:5]2[CH:13]=[CH:14][CH:15]=[CH:16][C:4]=2[N:3]=1.C1COCC1.[CH:22]1([Mg]Cl)[CH2:27][CH2:26][CH2:25][CH2:24][CH2:23]1. The catalyst is CN1CCCC1=O. The product is [CH:22]1([C:2]2[C:8]3[CH:9]=[CH:10][CH:11]=[CH:12][C:7]=3[O:6][C:5]3[CH:13]=[CH:14][CH:15]=[CH:16][C:4]=3[N:3]=2)[CH2:27][CH2:26][CH2:25][CH2:24][CH2:23]1. The yield is 0.930.